From a dataset of Forward reaction prediction with 1.9M reactions from USPTO patents (1976-2016). Predict the product of the given reaction. (1) Given the reactants Br[CH2:2][CH:3]([C:11]1[N:12]([CH3:27])[C:13]2[C:18]([C:19]=1[S:20][C:21]([CH3:24])([CH3:23])[CH3:22])=[CH:17][C:16]([O:25][CH3:26])=[CH:15][CH:14]=2)[CH2:4][C:5]1[CH:10]=[CH:9][CH:8]=[CH:7][CH:6]=1.[C-:28]#[N:29].[K+], predict the reaction product. The product is: [C:21]([S:20][C:19]1[C:18]2[C:13](=[CH:14][CH:15]=[C:16]([O:25][CH3:26])[CH:17]=2)[N:12]([CH3:27])[C:11]=1[CH:3]([CH2:4][C:5]1[CH:10]=[CH:9][CH:8]=[CH:7][CH:6]=1)[CH2:2][C:28]#[N:29])([CH3:24])([CH3:23])[CH3:22]. (2) Given the reactants [C:1]([C:5]1[S:9][C:8]2[CH:10]=[C:11]([F:14])[CH:12]=[CH:13][C:7]=2[C:6]=1[NH2:15])([O:3]C)=[O:2].[OH-].[Na+].C(O)(C)C, predict the reaction product. The product is: [NH2:15][C:6]1[C:7]2[CH:13]=[CH:12][C:11]([F:14])=[CH:10][C:8]=2[S:9][C:5]=1[C:1]([OH:3])=[O:2].